The task is: Predict which catalyst facilitates the given reaction.. This data is from Catalyst prediction with 721,799 reactions and 888 catalyst types from USPTO. (1) Reactant: [C:1]1(/[CH:7]=[CH:8]/[S:9](Cl)(=[O:11])=[O:10])[CH:6]=[CH:5][CH:4]=[CH:3][CH:2]=1.CN(C1C=CC=CN=1)C.[O:22]1[C:26]2[CH:27]=[CH:28][C:29]([C:31]3[C:32]([O:44][CH3:45])=[N:33][N:34]([CH2:37][C:38]4[CH:43]=[CH:42][CH:41]=[CH:40][CH:39]=4)[C:35]=3[NH2:36])=[CH:30][C:25]=2[O:24][CH2:23]1. Product: [O:22]1[C:26]2[CH:27]=[CH:28][C:29]([C:31]3[C:32]([O:44][CH3:45])=[N:33][N:34]([CH2:37][C:38]4[CH:43]=[CH:42][CH:41]=[CH:40][CH:39]=4)[C:35]=3[NH:36][S:9](/[CH:8]=[CH:7]/[C:1]3[CH:6]=[CH:5][CH:4]=[CH:3][CH:2]=3)(=[O:11])=[O:10])=[CH:30][C:25]=2[O:24][CH2:23]1. The catalyst class is: 17. (2) Reactant: [CH3:1][N:2]1[C:6]2[C:7]([O:23][C@@H:24]([C@H:26]3[CH2:30][NH:29][C:28](=[O:31])[CH2:27]3)[CH3:25])=[N:8][C:9]([C:11]3[CH:16]=[CH:15][C:14]([N:17]4[CH2:22][CH2:21][NH:20][CH2:19][CH2:18]4)=[CH:13][CH:12]=3)=[CH:10][C:5]=2[N:4]=[CH:3]1.CN(C(ON1N=NC2C=CC=NC1=2)=[N+](C)C)C.F[P-](F)(F)(F)(F)F.CN1CCOCC1.[C:63](O)(=[O:67])[CH:64]([CH3:66])[CH3:65]. Product: [C:63]([N:20]1[CH2:19][CH2:18][N:17]([C:14]2[CH:13]=[CH:12][C:11]([C:9]3[N:8]=[C:7]([O:23][C@@H:24]([C@H:26]4[CH2:30][NH:29][C:28](=[O:31])[CH2:27]4)[CH3:25])[C:6]4[N:2]([CH3:1])[CH:3]=[N:4][C:5]=4[CH:10]=3)=[CH:16][CH:15]=2)[CH2:22][CH2:21]1)(=[O:67])[CH:64]([CH3:66])[CH3:65]. The catalyst class is: 3. (3) Reactant: [ClH:1].[CH3:2][C:3]([N:15]1[CH2:20][CH2:19][O:18][CH2:17][CH2:16]1)([CH3:14])[C:4]([C:6]1[CH:11]=[CH:10][C:9]([S:12][CH3:13])=[CH:8][CH:7]=1)=[O:5]. Product: [Cl-:1].[CH3:14][C:3]([NH+:15]1[CH2:16][CH2:17][O:18][CH2:19][CH2:20]1)([CH3:2])[C:4]([C:6]1[CH:11]=[CH:10][C:9]([S:12][CH3:13])=[CH:8][CH:7]=1)=[O:5]. The catalyst class is: 259. (4) Reactant: [N+](C1[CH:5]=[C:6]([NH:13][C:14]2[CH:19]=[CH:18][CH:17]=[C:16]([C:20]([F:23])([F:22])[F:21])[CH:15]=2)[CH:7]=[C:8]([N+:10]([O-])=O)C=1)([O-])=O.B(O)[OH:25].[CH2:27]([N:29]([CH2:32][CH3:33])[CH2:30][CH3:31])C.[Cl:34][C:35]1[CH:36]=C(C=[C:42]([Cl:44])[CH:43]=1)C(Cl)=O. Product: [NH2:10][C:8]1[CH:31]=[C:30]([N:29]([C:32]2[CH:33]=[C:42]([Cl:44])[CH:43]=[C:35]([Cl:34])[CH:36]=2)[CH:27]=[O:25])[CH:5]=[C:6]([NH:13][C:14]2[CH:19]=[CH:18][CH:17]=[C:16]([C:20]([F:21])([F:22])[F:23])[CH:15]=2)[CH:7]=1. The catalyst class is: 707. (5) Reactant: [CH3:1][O:2][CH2:3][C:4]([NH:6][C:7]1[CH:12]=[C:11]([O:13][C:14]2[CH:15]=[CH:16][C:17]([N+:24]([O-])=O)=[C:18]3[C:23]=2[N:22]=[CH:21][CH:20]=[CH:19]3)[CH:10]=[CH:9][N:8]=1)=[O:5].C([O-])(O)=O.[Na+]. Product: [NH2:24][C:17]1[CH:16]=[CH:15][C:14]([O:13][C:11]2[CH:10]=[CH:9][N:8]=[C:7]([NH:6][C:4](=[O:5])[CH2:3][O:2][CH3:1])[CH:12]=2)=[C:23]2[C:18]=1[CH:19]=[CH:20][CH:21]=[N:22]2. The catalyst class is: 409. (6) Reactant: [H-].[Na+].[Br:3][C:4]1[C:5](=[O:12])[N:6]([CH3:11])[C:7](=[O:10])[NH:8][N:9]=1.[F:13][C:14]([F:20])([F:19])[CH2:15][CH2:16][CH2:17]I. Product: [Br:3][C:4]1[C:5](=[O:12])[N:6]([CH3:11])[C:7](=[O:10])[N:8]([CH2:17][CH2:16][CH2:15][C:14]([F:20])([F:19])[F:13])[N:9]=1. The catalyst class is: 3. (7) Reactant: [C:1](Cl)(=[O:8])[C:2]1[CH:7]=[CH:6][CH:5]=[CH:4][CH:3]=1.[N+:10]([C:13]1[CH:14]=[C:15]2[C:19](=[CH:20][CH:21]=1)[NH:18][N:17]=[C:16]2[NH2:22])([O-:12])=[O:11].N1C=CC=CC=1. Product: [N+:10]([C:13]1[CH:14]=[C:15]2[C:19](=[CH:20][CH:21]=1)[NH:18][N:17]=[C:16]2[NH:22][C:1](=[O:8])[C:2]1[CH:7]=[CH:6][CH:5]=[CH:4][CH:3]=1)([O-:12])=[O:11]. The catalyst class is: 6.